Dataset: Forward reaction prediction with 1.9M reactions from USPTO patents (1976-2016). Task: Predict the product of the given reaction. (1) Given the reactants [C:1]([CH:4]1[C:8](=O)[CH:7]([C:10]2[CH:15]=[CH:14][C:13]([Cl:16])=[CH:12][CH:11]=2)[N:6]([C:17]2[CH:22]=[C:21]([CH3:23])[C:20](=[O:24])[N:19]([CH3:25])[CH:18]=2)[C:5]1=[O:26])(=O)[CH3:2].Cl.[CH:28]1([NH:31][NH2:32])[CH2:30][CH2:29]1, predict the reaction product. The product is: [Cl:16][C:13]1[CH:14]=[CH:15][C:10]([CH:7]2[C:8]3[N:31]([CH:28]4[CH2:30][CH2:29]4)[N:32]=[C:1]([CH3:2])[C:4]=3[C:5](=[O:26])[N:6]2[C:17]2[CH:22]=[C:21]([CH3:23])[C:20](=[O:24])[N:19]([CH3:25])[CH:18]=2)=[CH:11][CH:12]=1. (2) Given the reactants COC1CCCC1.[C:8]1([CH3:20])[CH:13]=[C:12]([CH3:14])[CH:11]=[C:10]([CH3:15])[C:9]=1[C:16](O)([CH3:18])[CH3:17], predict the reaction product. The product is: [CH3:18][C:16]([C:9]1[C:10]([CH3:15])=[CH:11][C:12]([CH3:14])=[CH:13][C:8]=1[CH3:20])=[CH2:17].